From a dataset of Choline transporter screen with 302,306 compounds. Binary Classification. Given a drug SMILES string, predict its activity (active/inactive) in a high-throughput screening assay against a specified biological target. (1) The molecule is Fc1c(C(P(OCCCC)(=O)c2ccc(N(C)C)cc2)O)cccc1. The result is 0 (inactive). (2) The compound is O(c1cc([N+]([O-])=O)c(NC(=O)/C=C\c2ccccc2)cc1)CC. The result is 0 (inactive).